Task: Regression/Classification. Given a drug SMILES string, predict its absorption, distribution, metabolism, or excretion properties. Task type varies by dataset: regression for continuous measurements (e.g., permeability, clearance, half-life) or binary classification for categorical outcomes (e.g., BBB penetration, CYP inhibition). Dataset: cyp2d6_veith.. Dataset: CYP2D6 inhibition data for predicting drug metabolism from PubChem BioAssay (1) The drug is Cc1ccc(S(=O)(=O)N2CCN(C(=O)C3COc4ccccc4O3)CC2)cc1C. The result is 0 (non-inhibitor). (2) The molecule is O=C(CCNC(=O)c1ccc(Br)o1)NCc1ccccn1. The result is 0 (non-inhibitor). (3) The result is 0 (non-inhibitor). The compound is Cn1c(=O)c2[nH]c(CCCc3ccc([N+](=O)[O-])cc3)nc2n(C)c1=O.